Dataset: Forward reaction prediction with 1.9M reactions from USPTO patents (1976-2016). Task: Predict the product of the given reaction. (1) Given the reactants [C:9](O[C:9]([O:11][C:12]([CH3:15])([CH3:14])[CH3:13])=[O:10])([O:11][C:12]([CH3:15])([CH3:14])[CH3:13])=[O:10].[Br:16][C:17]1[CH:34]=[CH:33][CH:32]=[CH:31][C:18]=1[O:19][CH2:20][CH2:21][NH:22][CH2:23][C:24]1[CH:29]=[CH:28][C:27]([F:30])=[CH:26][CH:25]=1, predict the reaction product. The product is: [Br:16][C:17]1[CH:34]=[CH:33][CH:32]=[CH:31][C:18]=1[O:19][CH2:20][CH2:21][N:22]([CH2:23][C:24]1[CH:29]=[CH:28][C:27]([F:30])=[CH:26][CH:25]=1)[C:9](=[O:10])[O:11][C:12]([CH3:13])([CH3:14])[CH3:15]. (2) Given the reactants [NH2:1][CH:2]1[CH2:11][C:10]2[N:9]=[CH:8][C:7]([N:12]3[C:17](=[O:18])[CH:16]=[N:15][C:14]4[CH:19]=[CH:20][C:21]([O:23][CH3:24])=[N:22][C:13]3=4)=[CH:6][C:5]=2[CH2:4][CH2:3]1.[O:25]1[C:30]2[CH:31]=[CH:32][C:33]([CH:35]=O)=[CH:34][C:29]=2[O:28][CH2:27][CH2:26]1.C(O[BH-](OC(=O)C)OC(=O)C)(=O)C.[Na+].C(=O)(O)[O-].[Na+].[Cl:56]CCl, predict the reaction product. The product is: [ClH:56].[O:25]1[C:30]2[CH:31]=[CH:32][C:33]([CH2:35][NH:1][CH:2]3[CH2:11][C:10]4[N:9]=[CH:8][C:7]([N:12]5[C:17](=[O:18])[CH:16]=[N:15][C:14]6[CH:19]=[CH:20][C:21]([O:23][CH3:24])=[N:22][C:13]5=6)=[CH:6][C:5]=4[CH2:4][CH2:3]3)=[CH:34][C:29]=2[O:28][CH2:27][CH2:26]1. (3) Given the reactants C([C:3]1[C:4]([NH:22][C:23](=[O:28])[C:24]([CH3:27])([CH3:26])[CH3:25])=[N:5][C:6]([N:9]2[C@H:14]([C:15]3[CH:20]=[CH:19][CH:18]=[CH:17][CH:16]=3)[CH2:13][O:12][C@H:11]([CH3:21])[CH2:10]2)=[CH:7][CH:8]=1)=O.OO.NC(N)=[O:33].[OH-].[Na+].S([O-])([O-])=O.[Na+].[Na+], predict the reaction product. The product is: [OH:33][C:3]1[C:4]([NH:22][C:23](=[O:28])[C:24]([CH3:27])([CH3:26])[CH3:25])=[N:5][C:6]([N:9]2[C@H:14]([C:15]3[CH:16]=[CH:17][CH:18]=[CH:19][CH:20]=3)[CH2:13][O:12][C@H:11]([CH3:21])[CH2:10]2)=[CH:7][CH:8]=1. (4) Given the reactants Cl.[Cl:2][C:3]1[CH:22]=[CH:21][C:6]([CH2:7][CH:8]2[CH2:13][CH2:12][N:11](C(OC(C)(C)C)=O)[CH2:10][CH2:9]2)=[CH:5][C:4]=1[F:23], predict the reaction product. The product is: [ClH:2].[Cl:2][C:3]1[CH:22]=[CH:21][C:6]([CH2:7][CH:8]2[CH2:9][CH2:10][NH:11][CH2:12][CH2:13]2)=[CH:5][C:4]=1[F:23]. (5) Given the reactants Cl.[C:2]([C:6]1[CH:10]=[C:9]([NH2:11])[N:8]([CH:12]2[CH2:17][CH2:16][CH2:15][CH2:14][CH2:13]2)[N:7]=1)([CH3:5])([CH3:4])[CH3:3].C(=O)([O-])[O-].[K+].[K+].Cl[C:25]([O:27][C:28]1[CH:33]=[CH:32][CH:31]=[CH:30][CH:29]=1)=[O:26].C(N(CC)C(C)C)(C)C, predict the reaction product. The product is: [C:2]([C:6]1[CH:10]=[C:9]([NH:11][C:25](=[O:26])[O:27][C:28]2[CH:33]=[CH:32][CH:31]=[CH:30][CH:29]=2)[N:8]([CH:12]2[CH2:17][CH2:16][CH2:15][CH2:14][CH2:13]2)[N:7]=1)([CH3:5])([CH3:3])[CH3:4]. (6) Given the reactants [OH:1][C@@H:2]1[CH2:6][NH:5][C:4](=[O:7])[CH2:3]1.[O:8]1[CH:13]=[CH:12][CH2:11][CH2:10][CH2:9]1.C1(C)C=CC(S([O-])(=O)=[O:21])=CC=1.[NH+]1C=CC=CC=1, predict the reaction product. The product is: [O:21]=[C:13]1[CH2:12][CH:11]([O:1][C@@H:2]2[CH2:6][NH:5][C:4](=[O:7])[CH2:3]2)[CH2:10][CH2:9][O:8]1.